Task: Predict which catalyst facilitates the given reaction.. Dataset: Catalyst prediction with 721,799 reactions and 888 catalyst types from USPTO (1) Reactant: [C:1](=O)([O-])[O-].[K+].[K+].CI.[CH3:9][O:10][C:11]1[CH:12]=[C:13]([S:19]([NH:22][C:23]2[S:24][CH:25]=[C:26]([C:28]3[CH:33]=[CH:32][CH:31]=[C:30]([N+:34]([O-:36])=[O:35])[CH:29]=3)[N:27]=2)(=[O:21])=[O:20])[CH:14]=[CH:15][C:16]=1[O:17][CH3:18]. Product: [CH3:9][O:10][C:11]1[CH:12]=[C:13]([S:19]([N:22]([C:23]2[S:24][CH:25]=[C:26]([C:28]3[CH:33]=[CH:32][CH:31]=[C:30]([N+:34]([O-:36])=[O:35])[CH:29]=3)[N:27]=2)[CH3:1])(=[O:21])=[O:20])[CH:14]=[CH:15][C:16]=1[O:17][CH3:18]. The catalyst class is: 10. (2) Reactant: [CH3:1][N:2]1[CH2:7][CH2:6][N:5]([C:8]2[N:17]=[C:16]3[C:11]([CH:12]=[C:13]([C:19](O)=[O:20])[C:14](=[O:18])[NH:15]3)=[CH:10][CH:9]=2)[CH2:4][CH2:3]1.Cl.[CH3:23][O:24][C:25](=[O:34])[C:26]1[CH:31]=[CH:30][C:29]([Cl:32])=[C:28]([NH2:33])[CH:27]=1.CN(C(ON1N=NC2C=CC=NC1=2)=[N+](C)C)C.F[P-](F)(F)(F)(F)F.C(N(CC)CC)C. Product: [CH3:23][O:24][C:25](=[O:34])[C:26]1[CH:31]=[CH:30][C:29]([Cl:32])=[C:28]([NH:33][C:19]([C:13]2[C:14](=[O:18])[NH:15][C:16]3[C:11]([CH:12]=2)=[CH:10][CH:9]=[C:8]([N:5]2[CH2:4][CH2:3][N:2]([CH3:1])[CH2:7][CH2:6]2)[N:17]=3)=[O:20])[CH:27]=1. The catalyst class is: 3. (3) Reactant: [CH2:1]([C:3]1[CH:8]=[CH:7][CH:6]=[C:5]([CH2:9][CH3:10])[C:4]=1[C:11]1[CH:12]=[C:13]2[C:19]([CH2:20][CH:21]([CH2:24][CH2:25][CH3:26])[CH2:22][OH:23])=[CH:18][N:17]([C:27]3[CH:32]=[CH:31][C:30]([CH:33]([CH3:35])[CH3:34])=[CH:29][CH:28]=3)[C:14]2=[CH:15][N:16]=1)[CH3:2].CCN(CC)CC.[CH:43]([N:46]=[C:47]=[O:48])([CH3:45])[CH3:44]. Product: [CH2:9]([C:5]1[CH:6]=[CH:7][CH:8]=[C:3]([CH2:1][CH3:2])[C:4]=1[C:11]1[CH:12]=[C:13]2[C:19]([CH2:20][CH:21]([CH2:24][CH2:25][CH3:26])[CH2:22][O:23][C:47](=[O:48])[NH:46][CH:43]([CH3:45])[CH3:44])=[CH:18][N:17]([C:27]3[CH:28]=[CH:29][C:30]([CH:33]([CH3:35])[CH3:34])=[CH:31][CH:32]=3)[C:14]2=[CH:15][N:16]=1)[CH3:10]. The catalyst class is: 64. (4) The catalyst class is: 2. Product: [F:1][C:2]1[CH:7]=[CH:6][CH:5]=[CH:4][C:3]=1[S:8]([NH:11][CH2:12][C:13]1([C:16]([NH:34][CH:35]2[CH:36]3[CH2:44][CH:40]4[CH2:39][C:38]([OH:45])([CH2:43][CH:42]2[CH2:41]4)[CH2:37]3)=[O:18])[CH2:14][CH2:15]1)(=[O:9])=[O:10]. Reactant: [F:1][C:2]1[CH:7]=[CH:6][CH:5]=[CH:4][C:3]=1[S:8]([NH:11][CH2:12][C:13]1([C:16]([OH:18])=O)[CH2:15][CH2:14]1)(=[O:10])=[O:9].C1N(P(Cl)(N2C(=O)OCC2)=O)C(=O)OC1.[NH2:34][CH:35]1[CH:42]2[CH2:43][C:38]3([OH:45])[CH2:39][CH:40]([CH2:44][CH:36]1[CH2:37]3)[CH2:41]2. (5) Reactant: [F:1][C:2]1[CH:3]=[C:4]2[C:8](=[CH:9][CH:10]=1)[N:7]([CH2:11][C:12]1[CH:17]=[CH:16][CH:15]=[C:14]([F:18])[CH:13]=1)[C:6]([C:19](O)=[O:20])=[CH:5]2.Cl.CN(C)CCCN=C=NCC.ON1C2C=CC=CC=2N=N1.[C:44]([N:47]1[C:51]2=[N:52][CH:53]=[C:54]([NH2:56])[CH:55]=[C:50]2[CH2:49][CH2:48]1)(=[O:46])[CH3:45]. Product: [C:44]([N:47]1[C:51]2=[N:52][CH:53]=[C:54]([NH:56][C:19]([C:6]3[N:7]([CH2:11][C:12]4[CH:17]=[CH:16][CH:15]=[C:14]([F:18])[CH:13]=4)[C:8]4[C:4]([CH:5]=3)=[CH:3][C:2]([F:1])=[CH:10][CH:9]=4)=[O:20])[CH:55]=[C:50]2[CH2:49][CH2:48]1)(=[O:46])[CH3:45]. The catalyst class is: 3. (6) Reactant: Cl[CH2:2][C:3]1[CH:4]=[C:5]([CH:26]=[CH:27][N:28]=1)[C:6]([NH:8][C:9]1[S:10][C:11]2[C:17]([CH:18]3[CH2:23][O:22][CH2:21][CH2:20][O:19]3)=[CH:16][CH:15]=[C:14]([O:24][CH3:25])[C:12]=2[N:13]=1)=[O:7].[CH3:29][O-:30].[Na+].C(Cl)(Cl)Cl. Product: [O:19]1[CH2:20][CH2:21][O:22][CH2:23][CH:18]1[C:17]1[C:11]2[S:10][C:9]([NH:8][C:6](=[O:7])[C:5]3[CH:26]=[CH:27][N:28]=[C:3]([CH2:2][O:30][CH3:29])[CH:4]=3)=[N:13][C:12]=2[C:14]([O:24][CH3:25])=[CH:15][CH:16]=1. The catalyst class is: 5. (7) Reactant: [Si:1]([O:8][CH2:9][CH2:10][C:11]1[C:12]([Cl:32])=[N:13][C:14]2[N:15]([N:29]=[CH:30][CH:31]=2)[C:16]=1[NH:17][C:18]1[CH:23]=[CH:22][C:21]([O:24][CH2:25][CH2:26][O:27][CH3:28])=[CH:20][CH:19]=1)([C:4]([CH3:7])([CH3:6])[CH3:5])([CH3:3])[CH3:2].[C:33](O[C:33]([O:35][C:36]([CH3:39])([CH3:38])[CH3:37])=[O:34])([O:35][C:36]([CH3:39])([CH3:38])[CH3:37])=[O:34]. Product: [Si:1]([O:8][CH2:9][CH2:10][C:11]1[C:12]([Cl:32])=[N:13][C:14]2[N:15]([N:29]=[CH:30][CH:31]=2)[C:16]=1[N:17]([C:18]1[CH:19]=[CH:20][C:21]([O:24][CH2:25][CH2:26][O:27][CH3:28])=[CH:22][CH:23]=1)[C:33](=[O:34])[O:35][C:36]([CH3:39])([CH3:38])[CH3:37])([C:4]([CH3:7])([CH3:5])[CH3:6])([CH3:3])[CH3:2]. The catalyst class is: 12. (8) Reactant: Br[C:2]1[CH:7]=[CH:6][C:5]([F:8])=[C:4]([N+:9]([O-:11])=[O:10])[CH:3]=1.N#N.[CH3:14][N:15]1[CH:19]=[C:18](B2OC(C)(C)C(C)(C)O2)[CH:17]=[N:16]1.C(=O)([O-])[O-].[Na+].[Na+]. Product: [F:8][C:5]1[CH:6]=[CH:7][C:2]([C:18]2[CH:17]=[N:16][N:15]([CH3:14])[CH:19]=2)=[CH:3][C:4]=1[N+:9]([O-:11])=[O:10]. The catalyst class is: 184.